Dataset: Peptide-MHC class II binding affinity with 134,281 pairs from IEDB. Task: Regression. Given a peptide amino acid sequence and an MHC pseudo amino acid sequence, predict their binding affinity value. This is MHC class II binding data. (1) The peptide sequence is MLVAAKMKCFGNTAV. The MHC is DRB1_0101 with pseudo-sequence DRB1_0101. The binding affinity (normalized) is 0.661. (2) The peptide sequence is FRSLFGGMSWITQGLLGA. The MHC is DRB1_0404 with pseudo-sequence DRB1_0404. The binding affinity (normalized) is 0.122. (3) The peptide sequence is AFKVAATLANAAPAN. The MHC is DRB1_0802 with pseudo-sequence DRB1_0802. The binding affinity (normalized) is 0.784. (4) The peptide sequence is YDKFLANVSTVPTGK. The MHC is DRB1_1602 with pseudo-sequence DRB1_1602. The binding affinity (normalized) is 0.707. (5) The peptide sequence is YTTEGGTKTEAEDVI. The MHC is DRB1_0101 with pseudo-sequence DRB1_0101. The binding affinity (normalized) is 0.149.